Dataset: Peptide-MHC class I binding affinity with 185,985 pairs from IEDB/IMGT. Task: Regression. Given a peptide amino acid sequence and an MHC pseudo amino acid sequence, predict their binding affinity value. This is MHC class I binding data. (1) The peptide sequence is VYALCTLLHL. The MHC is HLA-A23:01 with pseudo-sequence HLA-A23:01. The binding affinity (normalized) is 0.659. (2) The peptide sequence is KQWIVAGAI. The MHC is HLA-A02:03 with pseudo-sequence HLA-A02:03. The binding affinity (normalized) is 0.0847. (3) The peptide sequence is RQFPTFFEF. The MHC is Mamu-B3901 with pseudo-sequence Mamu-B3901. The binding affinity (normalized) is 0.673. (4) The peptide sequence is ATAWRTGGY. The MHC is HLA-A02:10 with pseudo-sequence YYAMYGEKVAHTHVDTLYVRFHYYTWAVLAYTWY. The binding affinity (normalized) is 0.0847. (5) The peptide sequence is HLTRVGPYL. The MHC is HLA-A25:01 with pseudo-sequence HLA-A25:01. The binding affinity (normalized) is 0.0847. (6) The peptide sequence is MTPSPFYTV. The MHC is HLA-A02:01 with pseudo-sequence HLA-A02:01. The binding affinity (normalized) is 0.829. (7) The MHC is HLA-A29:02 with pseudo-sequence HLA-A29:02. The binding affinity (normalized) is 1.00. The peptide sequence is FFGETSHNY.